This data is from Catalyst prediction with 721,799 reactions and 888 catalyst types from USPTO. The task is: Predict which catalyst facilitates the given reaction. (1) Reactant: [C:1]([C:3]1[CH:8]=[CH:7][C:6]([C:9]([CH3:15])([CH3:14])[C:10](OC)=[O:11])=[C:5]([N+:16]([O-])=O)[CH:4]=1)#[N:2]. Product: [C:1]([C:3]1[CH:4]=[C:5]2[C:6]([C:9]([CH3:15])([CH3:14])[C:10](=[O:11])[NH:16]2)=[CH:7][CH:8]=1)#[N:2]. The catalyst class is: 19. (2) Reactant: C[O:2][C:3](=O)[C:4]([CH3:13])([CH3:12])[CH2:5][N:6]1[CH:10]=[C:9]([I:11])[CH:8]=[N:7]1.CC(C[AlH]CC(C)C)C.[OH-].[NH4+]. Product: [I:11][C:9]1[CH:8]=[N:7][N:6]([CH2:5][C:4]([CH3:13])([CH3:12])[CH2:3][OH:2])[CH:10]=1. The catalyst class is: 1. (3) Reactant: [CH3:1][O:2][C:3]([CH2:5][C:6]1[CH:14]=[CH:13][CH:12]=[CH:11][C:7]=1[C:8](O)=[O:9])=[O:4].B.C1COCC1. Product: [CH3:1][O:2][C:3](=[O:4])[CH2:5][C:6]1[CH:14]=[CH:13][CH:12]=[CH:11][C:7]=1[CH2:8][OH:9]. The catalyst class is: 1.